Dataset: Full USPTO retrosynthesis dataset with 1.9M reactions from patents (1976-2016). Task: Predict the reactants needed to synthesize the given product. (1) Given the product [Cl:12][C:13]1[N:14]=[N:15][C:16]([C:6]2[CH:7]=[CH:8][C:3]([O:2][CH3:1])=[CH:4][CH:5]=2)=[CH:17][CH:18]=1, predict the reactants needed to synthesize it. The reactants are: [CH3:1][O:2][C:3]1[CH:8]=[CH:7][C:6](B(O)O)=[CH:5][CH:4]=1.[Cl:12][C:13]1[N:14]=[N:15][C:16](Cl)=[CH:17][CH:18]=1. (2) Given the product [NH2:1][C:2]1[C@:3]2([CH3:34])[S:31](=[O:32])(=[O:33])[C@H:6]([C@:7]([C:10]3[CH:15]=[C:14]([NH:16][C:17]4[N:18]=[CH:19][C:20]([F:29])=[C:21]5[C:26]=4[N:25]=[CH:24][C:23]([OH:27])=[CH:22]5)[CH:13]=[CH:12][C:11]=3[F:30])([CH3:9])[N:8]=1)[CH2:5][CH2:4]2, predict the reactants needed to synthesize it. The reactants are: [NH2:1][C:2]1[C@:3]2([CH3:34])[S:31](=[O:33])(=[O:32])[C@H:6]([C@:7]([C:10]3[CH:15]=[C:14]([NH:16][C:17]4[N:18]=[CH:19][C:20]([F:29])=[C:21]5[C:26]=4[N:25]=[CH:24][C:23]([O:27]C)=[CH:22]5)[CH:13]=[CH:12][C:11]=3[F:30])([CH3:9])[N:8]=1)[CH2:5][CH2:4]2.B(Br)(Br)Br. (3) Given the product [CH3:23][O:24][C:25]1[CH:26]=[C:27]([CH:30]=[CH:31][CH:32]=1)[CH2:28][NH:29][C:2]1[C:3]2[CH:4]=[CH:5][C:6]([NH:18][CH2:17][C:16]3[CH:19]=[CH:20][CH:21]=[CH:22][C:15]=3[O:14][CH3:13])=[N:7][C:8]=2[CH:9]=[CH:10][CH:11]=1, predict the reactants needed to synthesize it. The reactants are: Br[C:2]1[CH:11]=[CH:10][CH:9]=[C:8]2[C:3]=1[CH:4]=[CH:5][C:6](Cl)=[N:7]2.[CH3:13][O:14][C:15]1[CH:22]=[CH:21][CH:20]=[CH:19][C:16]=1[CH2:17][NH2:18].[CH3:23][O:24][C:25]1[CH:26]=[C:27]([CH:30]=[CH:31][CH:32]=1)[CH2:28][NH2:29].